From a dataset of Reaction yield outcomes from USPTO patents with 853,638 reactions. Predict the reaction yield, written as a fraction of the theoretical maximum amount of product (1.0 means a 100% yield; for example, 0.34 means a 34% yield). (1) The reactants are [C:1]([O:10][CH:11]([CH3:13])[CH3:12])(=[O:9])[CH2:2][C:3]([O:5][CH:6]([CH3:8])[CH3:7])=[O:4].[H-].[Na+].[Na+].[I-].CC1C=CC(S(O[CH2:29][C:30]2([C:33]([F:36])([F:35])[F:34])[CH2:32][CH2:31]2)(=O)=O)=CC=1. The catalyst is CN(C=O)C. The product is [F:34][C:33]([F:36])([F:35])[C:30]1([CH2:29][CH:2]([C:3]([O:5][CH:6]([CH3:7])[CH3:8])=[O:4])[C:1]([O:10][CH:11]([CH3:13])[CH3:12])=[O:9])[CH2:32][CH2:31]1. The yield is 0.571. (2) The catalyst is C(Cl)(Cl)Cl. The yield is 0.660. The reactants are [Cl:1][C:2]1[N:7]=[C:6]([NH:8][C:9](=[O:14])[C:10]([CH3:13])([CH3:12])[CH3:11])[CH:5]=[CH:4][CH:3]=1.[Cl:15]N1C(=O)CCC1=O. The product is [Cl:15][C:3]1[CH:4]=[CH:5][C:6]([NH:8][C:9](=[O:14])[C:10]([CH3:11])([CH3:13])[CH3:12])=[N:7][C:2]=1[Cl:1]. (3) The reactants are [C:1]([O:9]CC)(=[O:8])[CH2:2][C:3](OCC)=O.[H-].[Na+].ClC[C:16]1[CH:17]=[N:18][O:19][C:20]=1[C:21]1[S:22][C:23]([Cl:27])=[C:24]([Cl:26])[CH:25]=1.Cl. The catalyst is O1CCCC1.O. The product is [Cl:26][C:24]1[CH:25]=[C:21]([C:20]2[O:19][N:18]=[CH:17][C:16]=2[CH2:3][CH2:2][C:1]([OH:9])=[O:8])[S:22][C:23]=1[Cl:27]. The yield is 0.790. (4) The reactants are [CH2:1]([C:3]1([CH3:23])[CH:8]([CH3:9])[C:7](=O)[CH2:6][C:5]([CH2:12][CH3:13])([CH3:11])[N:4]1[O:14][CH:15]([C:17]1[CH:22]=[CH:21][CH:20]=[CH:19][CH:18]=1)[CH3:16])[CH3:2].[NH2:24][OH:25]. The catalyst is CO.[OH-].[K+]. The product is [CH2:1]([C:3]1([CH3:23])[CH:8]([CH3:9])[C:7](=[N:24][OH:25])[CH2:6][C:5]([CH2:12][CH3:13])([CH3:11])[N:4]1[O:14][CH:15]([C:17]1[CH:22]=[CH:21][CH:20]=[CH:19][CH:18]=1)[CH3:16])[CH3:2]. The yield is 0.641. (5) The reactants are C1(OP(CC(OCC)=O)(OC2C=CC=CC=2)=O)C=CC=CC=1.[H-].[Na+].[CH3:25][O:26][C:27]1[CH:28]=[C:29]2[C:33](=[CH:34][CH:35]=1)[N:32]([S:36]([C:39]1[CH:44]=[CH:43][C:42]([O:45][CH3:46])=[CH:41][CH:40]=1)(=[O:38])=[O:37])[CH:31]=[C:30]2[CH:47]=O.[C:49]([O:52][CH2:53][CH3:54])(=[O:51])[CH3:50]. The catalyst is O1CCCC1. The product is [CH2:53]([O:52][C:49](=[O:51])/[CH:50]=[CH:47]\[C:30]1[C:29]2[C:33](=[CH:34][CH:35]=[C:27]([O:26][CH3:25])[CH:28]=2)[N:32]([S:36]([C:39]2[CH:40]=[CH:41][C:42]([O:45][CH3:46])=[CH:43][CH:44]=2)(=[O:38])=[O:37])[CH:31]=1)[CH3:54]. The yield is 0.420. (6) The catalyst is O. The reactants are Br[C:2]1[CH:7]=[CH:6][C:5]([Br:8])=[CH:4][N:3]=1.O.[NH2:10][NH2:11].CC(O)CC. The product is [Br:8][C:5]1[CH:6]=[CH:7][C:2]([NH:10][NH2:11])=[N:3][CH:4]=1. The yield is 0.870.